Dataset: Full USPTO retrosynthesis dataset with 1.9M reactions from patents (1976-2016). Task: Predict the reactants needed to synthesize the given product. (1) Given the product [Cl:4][C:5]1[CH:6]=[CH:7][C:8]([S:3][CH3:2])=[C:9]([CH:12]=1)[C:10]#[N:11], predict the reactants needed to synthesize it. The reactants are: [Na].[CH3:2][SH:3].[Cl:4][C:5]1[CH:6]=[CH:7][C:8](F)=[C:9]([CH:12]=1)[C:10]#[N:11].O. (2) Given the product [CH3:1][C:2]1([CH3:12])[O:6]/[C:5](=[CH:7]\[C:8]([Cl:16])=[O:9])/[C:4](=[O:11])[O:3]1, predict the reactants needed to synthesize it. The reactants are: [CH3:1][C:2]1([CH3:12])[O:6]/[C:5](=[CH:7]\[C:8](O)=[O:9])/[C:4](=[O:11])[O:3]1.C(Cl)(=O)C([Cl:16])=O. (3) Given the product [CH3:12][C:13]([OH:37])([CH3:19])[CH2:14][NH:15][CH2:9][CH2:10][CH3:11], predict the reactants needed to synthesize it. The reactants are: C(OC(N[C:9]1[CH2:10][C:11](C(O)=O)=[CH:12][C:13]2[CH:19]=CC(C3C=CC(C(N4CCCC4)=O)=CC=3)=C[C:14]=2[N:15]=1)=O)(C)(C)C.N[OH:37]. (4) Given the product [CH2:1]([O:8][C:9]1[CH:18]=[C:17]2[C:12]([C:13]([Cl:19])=[CH:14][CH:15]=[N:16]2)=[CH:11][CH:10]=1)[C:2]1[CH:3]=[CH:4][CH:5]=[CH:6][CH:7]=1.[CH2:1]([O:8][C:9]1[CH:18]=[C:17]2[C:12]([C:13]([O:20][C:21]3[CH:33]=[CH:32][C:24]4[C:25]([C:29]([OH:31])=[O:30])=[C:26]([CH3:28])[O:27][C:23]=4[CH:22]=3)=[CH:14][CH:15]=[N:16]2)=[CH:11][CH:10]=1)[C:2]1[CH:7]=[CH:6][CH:5]=[CH:4][CH:3]=1, predict the reactants needed to synthesize it. The reactants are: [CH2:1]([O:8][C:9]1[CH:18]=[C:17]2[C:12]([C:13]([Cl:19])=[CH:14][CH:15]=[N:16]2)=[CH:11][CH:10]=1)[C:2]1[CH:7]=[CH:6][CH:5]=[CH:4][CH:3]=1.[OH:20][C:21]1[CH:33]=[CH:32][C:24]2[C:25]([C:29]([OH:31])=[O:30])=[C:26]([CH3:28])[O:27][C:23]=2[CH:22]=1.C([O-])([O-])=O.[Cs+].[Cs+].O. (5) Given the product [Br:1][C:2]1[CH:3]=[C:4]([C:9](=[O:11])[CH2:28][C:27]([O:26][CH2:24][CH3:25])=[O:32])[C:5]([Cl:8])=[N:6][CH:7]=1, predict the reactants needed to synthesize it. The reactants are: [Br:1][C:2]1[CH:3]=[C:4]([C:9]([OH:11])=O)[C:5]([Cl:8])=[N:6][CH:7]=1.C(N1C=CN=C1)(N1C=CN=C1)=O.[CH2:24]([O:26][C:27](=[O:32])[CH2:28]C(O)=O)[CH3:25].C[Mg]Br.Cl.